This data is from Reaction yield outcomes from USPTO patents with 853,638 reactions. The task is: Predict the reaction yield, written as a fraction of the theoretical maximum amount of product (1.0 means a 100% yield; for example, 0.34 means a 34% yield). (1) The reactants are [Cl:1][C:2]1[CH:7]=[CH:6][C:5]([CH3:8])=[CH:4][C:3]=1[OH:9].CI.[C:12]([O-])([O-])=O.[K+].[K+]. The catalyst is CC#N. The product is [Cl:1][C:2]1[CH:7]=[CH:6][C:5]([CH3:8])=[CH:4][C:3]=1[O:9][CH3:12]. The yield is 0.890. (2) The reactants are [F:1][C:2]([F:13])([F:12])[C:3]1[CH:8]=[CH:7][C:6]([S:9]([O-:11])=[O:10])=[CH:5][CH:4]=1.[Li+].Cl[CH2:16][C:17]1[N:18]=[C:19]([C:23]2[CH:32]=[CH:31][C:26]([C:27]([O:29][CH3:30])=[O:28])=[CH:25][CH:24]=2)[O:20][C:21]=1[CH3:22].C(=O)([O-])[O-].[K+].[K+]. The catalyst is CN(C)C=O. The product is [CH3:22][C:21]1[O:20][C:19]([C:23]2[CH:32]=[CH:31][C:26]([C:27]([O:29][CH3:30])=[O:28])=[CH:25][CH:24]=2)=[N:18][C:17]=1[CH2:16][S:9]([C:6]1[CH:5]=[CH:4][C:3]([C:2]([F:1])([F:12])[F:13])=[CH:8][CH:7]=1)(=[O:11])=[O:10]. The yield is 0.850.